This data is from Full USPTO retrosynthesis dataset with 1.9M reactions from patents (1976-2016). The task is: Predict the reactants needed to synthesize the given product. (1) Given the product [OH:1][C:2]1[C:7]([C:8]2[NH:12][C:11]3[CH:13]=[CH:14][C:15]([C:17]([NH2:19])=[NH:18])=[CH:16][C:10]=3[N:9]=2)=[CH:6][C:5]([C:20]2[NH:24][N:23]=[N:22][N:21]=2)=[CH:4][C:3]=1[C:25]1[CH:30]=[CH:29][CH:28]=[C:27]([CH2:31][NH:32][C:42]([NH2:43])=[O:41])[C:26]=1[OH:33], predict the reactants needed to synthesize it. The reactants are: [OH:1][C:2]1[C:7]([C:8]2[NH:12][C:11]3[CH:13]=[CH:14][C:15]([C:17]([NH2:19])=[NH:18])=[CH:16][C:10]=3[N:9]=2)=[CH:6][C:5]([C:20]2[NH:24][N:23]=[N:22][N:21]=2)=[CH:4][C:3]=1[C:25]1[CH:30]=[CH:29][CH:28]=[C:27]([CH2:31][NH2:32])[C:26]=1[OH:33].C(N(CC)CC)C.[O-:41][C:42]#[N:43].[K+].Cl. (2) Given the product [F:1][C:2]([F:16])([F:15])[C:3]1[CH:14]=[CH:13][C:6]2[S:7][C:8]([C:10](=[O:11])[S:19][CH2:18][C:17]([O:21][CH3:22])=[O:20])=[CH:9][C:5]=2[CH:4]=1, predict the reactants needed to synthesize it. The reactants are: [F:1][C:2]([F:16])([F:15])[C:3]1[CH:14]=[CH:13][C:6]2[S:7][C:8]([C:10](Cl)=[O:11])=[CH:9][C:5]=2[CH:4]=1.[C:17]([O:21][CH3:22])(=[O:20])[CH2:18][SH:19].C(N(CC)CC)C. (3) Given the product [CH:23]1([N:18]2[CH2:19][CH2:20][C:21]3=[CH:22][N:13]([C:10]4[CH:11]=[CH:12][C:7]([N:1]5[CH2:6][CH2:5][CH2:4][CH2:3][CH2:2]5)=[CH:8][CH:9]=4)[N:14]=[C:15]3[CH2:16][CH2:17]2)[CH2:26][CH2:25][CH2:24]1, predict the reactants needed to synthesize it. The reactants are: [N:1]1([C:7]2[CH:12]=[CH:11][C:10]([N:13]3[CH:22]=[C:21]4[C:15]([CH2:16][CH2:17][NH:18][CH2:19][CH2:20]4)=[N:14]3)=[CH:9][CH:8]=2)[CH2:6][CH2:5][CH2:4][CH2:3][CH2:2]1.[C:23]1(=O)[CH2:26][CH2:25][CH2:24]1.C(O[BH-](OC(=O)C)OC(=O)C)(=O)C.[Na+]. (4) Given the product [CH2:18]([O:17][C:15]([C@H:13]1[CH2:12][CH2:11][C@H:10]([NH:20][C:21]([C:23]2[NH:24][C:25]3[C:30]([CH:31]=2)=[CH:29][C:28]([F:32])=[CH:27][CH:26]=3)=[O:22])[C@H:9]([NH:8][C:6]([C:42]2[S:43][C:37]3[CH2:36][N:35]([CH3:34])[CH2:40][CH2:39][C:38]=3[N:41]=2)=[O:5])[CH2:14]1)=[O:16])[CH3:19], predict the reactants needed to synthesize it. The reactants are: C([O:5][C:6]([NH:8][C@@H:9]1[CH2:14][C@@H:13]([C:15]([O:17][CH2:18][CH3:19])=[O:16])[CH2:12][CH2:11][C@@H:10]1[NH:20][C:21]([C:23]1[NH:24][C:25]2[C:30]([CH:31]=1)=[CH:29][C:28]([F:32])=[CH:27][CH:26]=2)=[O:22])=O)(C)(C)C.Cl.[CH3:34][N:35]1[CH2:40][CH2:39][C:38]2[N:41]=[C:42](C([O-])=O)[S:43][C:37]=2[CH2:36]1.[Li+]. (5) Given the product [F:15][C:16]1[CH:24]=[CH:23][C:19]([C:20]([NH:14][C:2]2[CH:3]=[CH:4][C:5]3[O:6][C:7]4[CH2:13][CH2:12][CH2:11][CH2:10][C:8]=4[C:9]=3[CH:1]=2)=[O:21])=[CH:18][CH:17]=1, predict the reactants needed to synthesize it. The reactants are: [CH2:1]1[C:9]2[C:8]3[CH:10]=[CH:11][CH:12]=[CH:13][C:7]=3[O:6][C:5]=2[CH2:4][CH2:3][CH:2]1[NH2:14].[F:15][C:16]1[CH:24]=[CH:23][C:19]([C:20](Cl)=[O:21])=[CH:18][CH:17]=1.N1C=CC=CC=1. (6) Given the product [N:1]1([C:6]2[N:7]=[C:8]([CH:13]3[CH2:17][CH2:16][CH2:15][N:14]3[CH2:32][CH2:31][N:29]([CH2:28][C:26]3[CH:25]=[CH:24][C:23]4[O:19][CH2:20][O:21][C:22]=4[CH:27]=3)[CH3:30])[CH:9]=[C:10]([CH3:12])[N:11]=2)[CH:5]=[CH:4][N:3]=[CH:2]1, predict the reactants needed to synthesize it. The reactants are: [N:1]1([C:6]2[N:11]=[C:10]([CH3:12])[CH:9]=[C:8]([CH:13]3[CH2:17][CH2:16][CH2:15][NH:14]3)[N:7]=2)[CH:5]=[CH:4][N:3]=[CH:2]1.Cl.[O:19]1[C:23]2[CH:24]=[CH:25][C:26]([CH2:28][N:29]([CH2:31][CH2:32]Cl)[CH3:30])=[CH:27][C:22]=2[O:21][CH2:20]1.C(N(C(C)C)CC)(C)C.[I-].[K+].P([O-])([O-])([O-])=O.[K+].[K+].[K+]. (7) Given the product [Cl:18][C:14]1[CH:15]=[CH:16][CH:17]=[C:12]([CH2:11][O:7][C@H:5]([CH3:6])[C:4]([F:9])([F:8])[F:3])[CH:13]=1, predict the reactants needed to synthesize it. The reactants are: [H-].[Na+].[F:3][C:4]([F:9])([F:8])[C@H:5]([OH:7])[CH3:6].Br[CH2:11][C:12]1[CH:17]=[CH:16][CH:15]=[C:14]([Cl:18])[CH:13]=1.O. (8) Given the product [CH2:12]([C:17]([C:26]1[CH:27]=[CH:28][CH:29]=[CH:30][CH:31]=1)([CH2:21][CH2:22][CH:23]([CH3:24])[CH3:25])[C:18]([CH:2]([C:1]([O:9][CH3:10])=[O:8])[C:3]([O:5][CH3:6])=[O:4])=[O:19])[CH2:13][CH:14]([CH3:16])[CH3:15], predict the reactants needed to synthesize it. The reactants are: [C:1]([O:9][CH2:10]C)(=[O:8])[CH2:2][C:3]([O:5][CH2:6]C)=[O:4].[CH2:12]([C:17]([C:26]1[CH:31]=[CH:30][CH:29]=[CH:28][CH:27]=1)([CH2:21][CH2:22][CH:23]([CH3:25])[CH3:24])[C:18](Cl)=[O:19])[CH2:13][CH:14]([CH3:16])[CH3:15].C1(C(CCC)(CCC)C(Cl)=O)C=CC=CC=1. (9) The reactants are: [Br:1][C:2]1[C:3]([O:21]C)=[C:4]([C:17]([O:19]C)=[O:18])[C:5]2[N:6]=[CH:7][C:8]([C:12]3[S:13][CH:14]=[CH:15][N:16]=3)=[N:9][C:10]=2[CH:11]=1.B(Br)(Br)Br. Given the product [Br:1][C:2]1[C:3]([OH:21])=[C:4]([C:17]([OH:19])=[O:18])[C:5]2[N:6]=[CH:7][C:8]([C:12]3[S:13][CH:14]=[CH:15][N:16]=3)=[N:9][C:10]=2[CH:11]=1, predict the reactants needed to synthesize it. (10) Given the product [OH:1][C:2]([C:5]1[CH:10]=[CH:9][C:8]([CH2:11][CH:12]=[O:15])=[CH:7][CH:6]=1)([CH3:4])[CH3:3], predict the reactants needed to synthesize it. The reactants are: [OH:1][C:2]([C:5]1[CH:10]=[CH:9][C:8]([CH2:11][CH:12]([OH:15])CO)=[CH:7][CH:6]=1)([CH3:4])[CH3:3].I([O-])(=O)(=O)=O.[Na+].